From a dataset of Catalyst prediction with 721,799 reactions and 888 catalyst types from USPTO. Predict which catalyst facilitates the given reaction. (1) Reactant: [I:1][C:2]1[CH:3]=[CH:4][CH:5]=[C:6]2[C:11]=1[N:10](C(OC(C)(C)C)=O)[CH2:9][CH2:8][CH2:7]2.Cl.O1CCOCC1. Product: [I:1][C:2]1[CH:3]=[CH:4][CH:5]=[C:6]2[C:11]=1[NH:10][CH2:9][CH2:8][CH2:7]2. The catalyst class is: 74. (2) Reactant: C(O[C:6](=O)[NH:7][C:8]1[CH:18]=[CH:17][C:11]2[C:12]([CH3:16])([CH3:15])[CH2:13][O:14][C:10]=2[CH:9]=1)(C)(C)C.[H-].[Na+].CI. The catalyst class is: 3. Product: [CH3:15][C:12]1([CH3:16])[C:11]2[CH:17]=[CH:18][C:8]([NH:7][CH3:6])=[CH:9][C:10]=2[O:14][CH2:13]1.